From a dataset of Full USPTO retrosynthesis dataset with 1.9M reactions from patents (1976-2016). Predict the reactants needed to synthesize the given product. Given the product [CH3:2][C:1]1[O:3][C:6]([CH2:7][C@H:8]2[N:15]([S:16]([C:19]3[CH:20]=[CH:21][CH:22]=[C:23]4[C:28]=3[N:27]=[CH:26][CH:25]=[CH:24]4)(=[O:18])=[O:17])[CH2:14][C:13]3[CH:29]=[CH:30][CH:31]=[CH:32][C:12]=3[CH2:11][O:10][CH2:9]2)=[N:5][N:4]=1, predict the reactants needed to synthesize it. The reactants are: [C:1]([NH:4][NH:5][C:6](=O)[CH2:7][C@H:8]1[N:15]([S:16]([C:19]2[CH:20]=[CH:21][CH:22]=[C:23]3[C:28]=2[N:27]=[CH:26][CH:25]=[CH:24]3)(=[O:18])=[O:17])[CH2:14][C:13]2[CH:29]=[CH:30][CH:31]=[CH:32][C:12]=2[CH2:11][O:10][CH2:9]1)(=[O:3])[CH3:2].O=P(Cl)(Cl)Cl.